Dataset: Catalyst prediction with 721,799 reactions and 888 catalyst types from USPTO. Task: Predict which catalyst facilitates the given reaction. (1) Reactant: F[C:2]1[C:7]([F:8])=[CH:6][C:5]([N+:9]([O-:11])=[O:10])=[CH:4][C:3]=1[CH2:12][C:13]([OH:15])=O.[NH2:16][CH2:17][CH:18]1[CH2:20][CH2:19]1.Cl. Product: [CH:18]1([CH2:17][N:16]2[C:2]3[C:3](=[CH:4][C:5]([N+:9]([O-:11])=[O:10])=[CH:6][C:7]=3[F:8])[CH2:12][C:13]2=[O:15])[CH2:20][CH2:19]1. The catalyst class is: 16. (2) Reactant: [Br:1][C:2]1[C:3]2[NH:10][CH:9]=[CH:8][C:4]=2[CH:5]=[N:6][CH:7]=1.[C:11](O[C:11]([O:13][C:14]([CH3:17])([CH3:16])[CH3:15])=[O:12])([O:13][C:14]([CH3:17])([CH3:16])[CH3:15])=[O:12]. Product: [Br:1][C:2]1[C:3]2[N:10]([C:11]([O:13][C:14]([CH3:17])([CH3:16])[CH3:15])=[O:12])[CH:9]=[CH:8][C:4]=2[CH:5]=[N:6][CH:7]=1. The catalyst class is: 251. (3) Reactant: [F:1][C:2]1[C:3]([CH2:25][N:26]([CH3:34])[C:27](=[O:33])[O:28][C:29]([CH3:32])([CH3:31])[CH3:30])=[CH:4][N:5]([S:14]([C:17]2[O:18][C:19]([CH:22]([OH:24])[CH3:23])=[CH:20][CH:21]=2)(=[O:16])=[O:15])[C:6]=1[C:7]1[C:8]([F:13])=[N:9][CH:10]=[CH:11][CH:12]=1.C(N(CC)CC)C.Cl. Product: [C:22]([C:19]1[O:18][C:17]([S:14]([N:5]2[C:6]([C:7]3[C:8]([F:13])=[N:9][CH:10]=[CH:11][CH:12]=3)=[C:2]([F:1])[C:3]([CH2:25][N:26]([CH3:34])[C:27](=[O:33])[O:28][C:29]([CH3:31])([CH3:30])[CH3:32])=[CH:4]2)(=[O:15])=[O:16])=[CH:21][CH:20]=1)(=[O:24])[CH3:23]. The catalyst class is: 16. (4) Reactant: [CH3:1][N:2]1[CH2:15][CH2:14][C:5]2[NH:6][C:7]3[CH:8]=[CH:9][C:10]([CH3:13])=[CH:11][C:12]=3[C:4]=2[CH2:3]1.[OH-].[K+].[CH3:18][C:19]1[S:20][C:21]([CH:24]=[CH2:25])=[CH:22][CH:23]=1. Product: [CH3:1][N:2]1[CH:15]=[CH:14][C:5]2[N:6]([CH2:25][CH2:24][C:21]3[S:20][C:19]([CH3:18])=[CH:23][CH:22]=3)[C:7]3[CH:8]=[CH:9][C:10]([CH3:13])=[CH:11][C:12]=3[C:4]=2[CH2:3]1. The catalyst class is: 179. (5) Reactant: [S:1]1[C:5]([NH:6][C:7](=[O:14])OCC(Cl)(Cl)Cl)=[CH:4][N:3]=[N:2]1.[C:15]1([C:21]2[N:22]=[C:23]([N:26]3[CH2:31][CH2:30][NH:29][CH2:28][CH2:27]3)[S:24][CH:25]=2)[CH:20]=[CH:19][CH:18]=[CH:17][CH:16]=1.C(N(C(C)C)CC)(C)C.O. Product: [C:15]1([C:21]2[N:22]=[C:23]([N:26]3[CH2:31][CH2:30][N:29]([C:7]([NH:6][C:5]4[S:1][N:2]=[N:3][CH:4]=4)=[O:14])[CH2:28][CH2:27]3)[S:24][CH:25]=2)[CH:16]=[CH:17][CH:18]=[CH:19][CH:20]=1. The catalyst class is: 16. (6) Product: [C:1]([C:5]1[CH:6]=[CH:7][C:8]([C:11]2[N:15]([CH2:16][C:17]3[CH:18]=[CH:19][C:20]([F:23])=[CH:21][CH:22]=3)[C:14]([CH:32]=[O:33])=[N:13][N:12]=2)=[CH:9][CH:10]=1)([CH3:4])([CH3:2])[CH3:3]. The catalyst class is: 1. Reactant: [C:1]([C:5]1[CH:10]=[CH:9][C:8]([C:11]2[N:15]([CH2:16][C:17]3[CH:22]=[CH:21][C:20]([F:23])=[CH:19][CH:18]=3)[CH:14]=[N:13][N:12]=2)=[CH:7][CH:6]=1)([CH3:4])([CH3:3])[CH3:2].C([Li])CCC.CN([CH:32]=[O:33])C. (7) Reactant: [CH:1]1([N:7]([CH3:29])[C:8]([C:10]2[CH:11]=[N:12][N:13]([C:19]3[CH:28]=[CH:27][C:22]([C:23]([O:25]C)=[O:24])=[CH:21][CH:20]=3)[C:14]=2[S:15][CH2:16][CH2:17][CH3:18])=[O:9])[CH2:6][CH2:5][CH2:4][CH2:3][CH2:2]1.[OH-].[Na+]. Product: [CH:1]1([N:7]([CH3:29])[C:8]([C:10]2[CH:11]=[N:12][N:13]([C:19]3[CH:20]=[CH:21][C:22]([C:23]([OH:25])=[O:24])=[CH:27][CH:28]=3)[C:14]=2[S:15][CH2:16][CH2:17][CH3:18])=[O:9])[CH2:6][CH2:5][CH2:4][CH2:3][CH2:2]1. The catalyst class is: 5.